From a dataset of Forward reaction prediction with 1.9M reactions from USPTO patents (1976-2016). Predict the product of the given reaction. (1) Given the reactants [Cl:1][C:2]1[CH:3]=[C:4]([C:8]2[N:9]=[C:10]([N:16]3[C:20]4[CH:21]=[C:22]([O:27][CH2:28][CH2:29]CO)[C:23]([O:25][CH3:26])=[CH:24][C:19]=4[N:18]=[CH:17]3)[S:11][C:12]=2[C:13]([NH2:15])=[O:14])[CH:5]=[CH:6][CH:7]=1.[CH2:32]([N:34]([CH:38]([CH3:40])C)[CH:35](C)C)[CH3:33].CS(Cl)(=O)=[O:43].[Cl-].[NH4+], predict the reaction product. The product is: [Cl:1][C:2]1[CH:3]=[C:4]([C:8]2[N:9]=[C:10]([N:16]3[C:20]4[CH:21]=[C:22]([O:27][CH2:28][CH2:29][CH2:35][N:34]5[CH2:38][CH2:40][O:43][CH2:33][CH2:32]5)[C:23]([O:25][CH3:26])=[CH:24][C:19]=4[N:18]=[CH:17]3)[S:11][C:12]=2[C:13]([NH2:15])=[O:14])[CH:5]=[CH:6][CH:7]=1. (2) Given the reactants [CH3:1][C:2]12[CH2:8][CH:5]([CH2:6][CH2:7]1)[C:4]([CH3:10])([CH3:9])[C:3]2=O.O.[NH2:13][NH2:14], predict the reaction product. The product is: [CH3:1][C:2]12[CH2:8][CH:5]([CH2:6][CH2:7]1)[C:4]([CH3:10])([CH3:9])[C:3]2=[N:13][NH2:14].